This data is from Catalyst prediction with 721,799 reactions and 888 catalyst types from USPTO. The task is: Predict which catalyst facilitates the given reaction. (1) Reactant: [F:1][C:2]1[CH:18]=[CH:17][C:5]([O:6][C:7]2[CH:12]=[CH:11][C:10]([CH2:13][CH2:14][C:15]#[N:16])=[CH:9][CH:8]=2)=[CH:4][CH:3]=1.C(Cl)(C)=O.[NH3:23]. Product: [F:1][C:2]1[CH:18]=[CH:17][C:5]([O:6][C:7]2[CH:12]=[CH:11][C:10]([CH2:13][CH2:14][C:15](=[NH:23])[NH2:16])=[CH:9][CH:8]=2)=[CH:4][CH:3]=1. The catalyst class is: 224. (2) Reactant: [C:1]([C:9]1[CH:25]=[C:24]([CH2:26][CH3:27])[CH:23]=[CH:22][C:10]=1[O:11][CH2:12][CH2:13][CH:14]([O:17]S(C)(=O)=O)[CH2:15][CH3:16])(=[O:8])[C:2]1[CH:7]=[CH:6][CH:5]=[CH:4][CH:3]=1.[CH3:28][O:29][C:30](=[O:41])[CH2:31][CH2:32][C:33]1[CH:38]=[CH:37][C:36](O)=[CH:35][C:34]=1[CH3:40].C(=O)([O-])[O-].[Cs+].[Cs+]. Product: [CH3:28][O:29][C:30](=[O:41])[CH2:31][CH2:32][C:33]1[CH:38]=[CH:37][C:36]([O:17][CH:14]([CH2:15][CH3:16])[CH2:13][CH2:12][O:11][C:10]2[CH:22]=[CH:23][C:24]([CH2:26][CH3:27])=[CH:25][C:9]=2[C:1](=[O:8])[C:2]2[CH:7]=[CH:6][CH:5]=[CH:4][CH:3]=2)=[CH:35][C:34]=1[CH3:40]. The catalyst class is: 369. (3) Reactant: [C:1]([O:5][C:6]([N:8]([CH2:10][C:11]1[CH:12]=[C:13]([C:31]2[CH:36]=[CH:35][CH:34]=[CH:33][C:32]=2[F:37])[N:14]([S:16]([C:19]2[CH:20]=[C:21]([CH:28]=[CH:29][CH:30]=2)[O:22][CH2:23][C:24]([O:26]C)=O)(=[O:18])=[O:17])[CH:15]=1)[CH3:9])=[O:7])([CH3:4])([CH3:3])[CH3:2].[CH3:38][NH2:39]. Product: [F:37][C:32]1[CH:33]=[CH:34][CH:35]=[CH:36][C:31]=1[C:13]1[N:14]([S:16]([C:19]2[CH:30]=[CH:29][CH:28]=[C:21]([O:22][CH2:23][C:24]([NH:39][CH3:38])=[O:26])[CH:20]=2)(=[O:17])=[O:18])[CH:15]=[C:11]([CH2:10][N:8]([CH3:9])[C:6](=[O:7])[O:5][C:1]([CH3:3])([CH3:2])[CH3:4])[CH:12]=1. The catalyst class is: 5. (4) Reactant: Cl[C:2]1[C:7]([F:8])=[C:6]([Cl:9])[N:5]=[CH:4][N:3]=1.C(=O)([O-])[O-].[K+].[K+].Cl.[CH3:17][C@H:18]1[CH2:24][CH2:23][CH2:22][C@H:21]([CH3:25])[CH2:20][NH:19]1.[Cl-].[NH4+]. Product: [Cl:9][C:6]1[N:5]=[CH:4][N:3]=[C:2]([N:19]2[CH2:20][C@@H:21]([CH3:25])[CH2:22][CH2:23][CH2:24][C@@H:18]2[CH3:17])[C:7]=1[F:8]. The catalyst class is: 10. (5) Product: [Cl:1][C:2]1[C:7]([I:9])=[CH:6][N:5]=[C:4]([NH2:8])[CH:3]=1. Reactant: [Cl:1][C:2]1[CH:7]=[CH:6][N:5]=[C:4]([NH2:8])[CH:3]=1.[I:9]N1C(=O)CCC1=O. The catalyst class is: 15. (6) Reactant: [Cl:1][C:2]1[C:3]([N+:12]([O-:14])=[O:13])=[CH:4][C:5]([CH3:11])=[C:6]([CH:10]=1)[C:7]([OH:9])=O.C(N(CC)CC)C.CN(C(ON1N=NC2C=CC=NC1=2)=[N+](C)C)C.F[P-](F)(F)(F)(F)F.[NH:46]1[CH2:51][CH2:50][O:49][CH2:48][CH2:47]1. Product: [Cl:1][C:2]1[C:3]([N+:12]([O-:14])=[O:13])=[CH:4][C:5]([CH3:11])=[C:6]([C:7]([N:46]2[CH2:51][CH2:50][O:49][CH2:48][CH2:47]2)=[O:9])[CH:10]=1. The catalyst class is: 735. (7) Reactant: [NH2:1][C:2]1[S:3][C:4]([C:10]2[C:15]([F:16])=[CH:14][C:13]([C:17]([OH:20])([CH3:19])[CH3:18])=[CH:12][C:11]=2[F:21])=[CH:5][C:6]=1[C:7]([NH2:9])=[O:8].Cl[C:23]1[N:28]=[C:27]2[CH2:29][N:30]([CH2:33][CH2:34][OH:35])[C:31](=[O:32])[C:26]2=[CH:25][CH:24]=1.C([O-])([O-])=O.[K+].[K+].CC(C1C=C(C(C)C)C(C2C=CC=CC=2P(C2CCCCC2)C2CCCCC2)=C(C(C)C)C=1)C.C(O)(CC)(C)C. Product: [F:16][C:15]1[CH:14]=[C:13]([C:17]([OH:20])([CH3:18])[CH3:19])[CH:12]=[C:11]([F:21])[C:10]=1[C:4]1[S:3][C:2]([NH:1][C:23]2[N:28]=[C:27]3[CH2:29][N:30]([CH2:33][CH2:34][OH:35])[C:31](=[O:32])[C:26]3=[CH:25][CH:24]=2)=[C:6]([C:7]([NH2:9])=[O:8])[CH:5]=1. The catalyst class is: 110. (8) Reactant: [CH3:1][C:2]([CH3:4])=O.[Br:5][C:6]1[C:7]([OH:16])=[CH:8][C:9]([OH:15])=[C:10]([CH:14]=1)[C:11]([OH:13])=[O:12].C(=O)([O-])[O-].[K+].[K+].[CH2:23](Br)[C:24]1[CH:29]=[CH:28][CH:27]=[CH:26][CH:25]=1. Product: [CH2:1]([O:12][C:11](=[O:13])[C:10]1[CH:14]=[C:6]([Br:5])[C:7]([O:16][CH2:23][C:24]2[CH:29]=[CH:28][CH:27]=[CH:26][CH:25]=2)=[CH:8][C:9]=1[O:15][CH2:23][C:24]1[CH:29]=[CH:28][CH:27]=[CH:26][CH:25]=1)[C:2]1[CH:4]=[CH:10][CH:14]=[CH:6][CH:7]=1. The catalyst class is: 6. (9) Reactant: [F:1][C:2]1[CH:7]=[CH:6][C:5]([N:8]([CH2:25][CH:26]([CH3:28])[CH3:27])[S:9]([C:12]2[CH:13]=[N:14][C:15]([NH:18][CH:19]3[CH2:24][CH2:23][NH:22][CH2:21][CH2:20]3)=[CH:16][CH:17]=2)(=[O:11])=[O:10])=[CH:4][CH:3]=1.CCN(C(C)C)C(C)C.[CH3:38][S:39](Cl)(=[O:41])=[O:40].C([O-])(O)=O.[Na+]. Product: [F:1][C:2]1[CH:7]=[CH:6][C:5]([N:8]([CH2:25][CH:26]([CH3:28])[CH3:27])[S:9]([C:12]2[CH:13]=[N:14][C:15]([NH:18][CH:19]3[CH2:24][CH2:23][N:22]([S:39]([CH3:38])(=[O:41])=[O:40])[CH2:21][CH2:20]3)=[CH:16][CH:17]=2)(=[O:11])=[O:10])=[CH:4][CH:3]=1. The catalyst class is: 34. (10) Reactant: [CH2:1]([O:3][C:4]([C:6]1[N:7]([CH2:26][C:27]2[CH:32]=[CH:31][CH:30]=[C:29]([Cl:33])[CH:28]=2)[C:8]2[C:13]([C:14]=1[NH2:15])=[CH:12][CH:11]=[C:10]([C:16]1[CH:21]=[CH:20][C:19]([CH2:22][CH2:23][CH2:24][CH3:25])=[CH:18][CH:17]=1)[CH:9]=2)=[O:5])[CH3:2].[CH:34]([O:37][C:38]1[CH:46]=[CH:45][C:41]([C:42](Cl)=[O:43])=[CH:40][CH:39]=1)([CH3:36])[CH3:35].C(N(CC)CC)C.Cl. Product: [CH2:1]([O:3][C:4]([C:6]1[N:7]([CH2:26][C:27]2[CH:32]=[CH:31][CH:30]=[C:29]([Cl:33])[CH:28]=2)[C:8]2[C:13]([C:14]=1[NH:15][C:42](=[O:43])[C:41]1[CH:40]=[CH:39][C:38]([O:37][CH:34]([CH3:35])[CH3:36])=[CH:46][CH:45]=1)=[CH:12][CH:11]=[C:10]([C:16]1[CH:21]=[CH:20][C:19]([CH2:22][CH2:23][CH2:24][CH3:25])=[CH:18][CH:17]=1)[CH:9]=2)=[O:5])[CH3:2]. The catalyst class is: 649.